This data is from Forward reaction prediction with 1.9M reactions from USPTO patents (1976-2016). The task is: Predict the product of the given reaction. Given the reactants [OH:1][CH2:2][CH2:3][CH2:4][C:5]1[CH:13]=[C:12]([F:14])[CH:11]=[CH:10][C:6]=1[C:7]([NH2:9])=[O:8], predict the reaction product. The product is: [CH:2]([CH2:3][CH2:4][C:5]1[CH:13]=[C:12]([F:14])[CH:11]=[CH:10][C:6]=1[C:7]([NH2:9])=[O:8])=[O:1].